Dataset: Acute oral toxicity (LD50) regression data from Zhu et al.. Task: Regression/Classification. Given a drug SMILES string, predict its toxicity properties. Task type varies by dataset: regression for continuous values (e.g., LD50, hERG inhibition percentage) or binary classification for toxic/non-toxic outcomes (e.g., AMES mutagenicity, cardiotoxicity, hepatotoxicity). Dataset: ld50_zhu. (1) The drug is COc1ccc(N)c([N+](=O)[O-])c1. The rat oral LD50 is 1.08, given as -log10 of the dose in mol/kg body weight (higher means more acutely toxic). (2) The molecule is CCSc1nnc(CSP(=O)(OC)OC)s1. The rat oral LD50 is 2.59, given as -log10 of the dose in mol/kg body weight (higher means more acutely toxic).